Dataset: Reaction yield outcomes from USPTO patents with 853,638 reactions. Task: Predict the reaction yield, written as a fraction of the theoretical maximum amount of product (1.0 means a 100% yield; for example, 0.34 means a 34% yield). (1) The reactants are C(OC([N:8]1[CH2:13][CH2:12][CH:11]([O:14][C:15]2[CH:20]=[CH:19][CH:18]=[CH:17][C:16]=2[C:21]([F:24])([F:23])[F:22])[CH2:10][CH2:9]1)=O)(C)(C)C.[C:25]([OH:31])([C:27]([F:30])([F:29])[F:28])=[O:26]. The catalyst is ClCCl. The product is [F:28][C:27]([F:30])([F:29])[C:25]([OH:31])=[O:26].[F:24][C:21]([F:22])([F:23])[C:16]1[CH:17]=[CH:18][CH:19]=[CH:20][C:15]=1[O:14][CH:11]1[CH2:12][CH2:13][NH:8][CH2:9][CH2:10]1. The yield is 0.990. (2) The reactants are [CH:1]1([C:7]2[CH:8]=[C:9]([NH2:19])[CH:10]=[N:11][C:12]=2[O:13][CH2:14][C:15]([F:18])([F:17])[F:16])[CH2:6][CH2:5][CH2:4][CH2:3][CH2:2]1.[CH3:20][O:21][C:22]1[CH:23]=[N:24][CH:25]=[C:26]([CH:30]=1)[C:27](O)=[O:28]. No catalyst specified. The product is [CH:1]1([C:7]2[CH:8]=[C:9]([NH:19][C:27](=[O:28])[C:26]3[CH:30]=[C:22]([O:21][CH3:20])[CH:23]=[N:24][CH:25]=3)[CH:10]=[N:11][C:12]=2[O:13][CH2:14][C:15]([F:16])([F:17])[F:18])[CH2:2][CH2:3][CH2:4][CH2:5][CH2:6]1. The yield is 0.510. (3) The product is [Cl:17][C:18]1[CH:19]=[CH:20][C:21]([CH:24]([C:36]2[CH:41]=[CH:40][C:39]([C:2]3[N:10]=[CH:9][N:8]=[C:7]4[C:3]=3[N:4]=[CH:5][N:6]4[CH:11]3[CH2:16][CH2:15][CH2:14][CH2:13][O:12]3)=[CH:38][CH:37]=2)[N:25]2[C:33](=[O:34])[C:32]3[C:27](=[CH:28][CH:29]=[CH:30][CH:31]=3)[C:26]2=[O:35])=[CH:22][CH:23]=1. The reactants are Cl[C:2]1[N:10]=[CH:9][N:8]=[C:7]2[C:3]=1[N:4]=[CH:5][N:6]2[CH:11]1[CH2:16][CH2:15][CH2:14][CH2:13][O:12]1.[Cl:17][C:18]1[CH:23]=[CH:22][C:21]([CH:24]([C:36]2[CH:41]=[CH:40][C:39](B3OC(C)(C)C(C)(C)O3)=[CH:38][CH:37]=2)[N:25]2[C:33](=[O:34])[C:32]3[C:27](=[CH:28][CH:29]=[CH:30][CH:31]=3)[C:26]2=[O:35])=[CH:20][CH:19]=1.C([O-])([O-])=O.[K+].[K+].C(Cl)(Cl)Cl.O. The yield is 0.420. The catalyst is COCCOC.Cl[Pd](Cl)([P](C1C=CC=CC=1)(C1C=CC=CC=1)C1C=CC=CC=1)[P](C1C=CC=CC=1)(C1C=CC=CC=1)C1C=CC=CC=1. (4) The reactants are [OH:1][C:2]1[CH:11]=[CH:10][C:5]([C:6]([O:8][CH3:9])=[O:7])=[CH:4][C:3]=1[CH2:12][CH:13]=[CH2:14]. The catalyst is [C].[Pd].CO. The product is [OH:1][C:2]1[CH:11]=[CH:10][C:5]([C:6]([O:8][CH3:9])=[O:7])=[CH:4][C:3]=1[CH2:12][CH2:13][CH3:14]. The yield is 0.880. (5) The reactants are [Cl:1]N1C(=O)CCC1=O.[N+:9]([C:12]1[CH:13]=[C:14]2[C:18](=[CH:19][CH:20]=1)[NH:17][CH:16]=[CH:15]2)([O-:11])=[O:10].O. The catalyst is CN(C=O)C. The product is [Cl:1][C:15]1[C:14]2[C:18](=[CH:19][CH:20]=[C:12]([N+:9]([O-:11])=[O:10])[CH:13]=2)[NH:17][CH:16]=1. The yield is 0.990. (6) The reactants are [NH2:1][C:2]1[CH:10]=[CH:9][C:5]([C:6]([OH:8])=[O:7])=[CH:4][C:3]=1[O:11][CH3:12].[CH3:13]O. The catalyst is S(=O)(=O)(O)O. The product is [CH3:13][O:7][C:6](=[O:8])[C:5]1[CH:9]=[CH:10][C:2]([NH2:1])=[C:3]([O:11][CH3:12])[CH:4]=1. The yield is 1.00. (7) The reactants are [NH:1]1[CH2:6][CH2:5][C:4](=[O:7])[CH2:3][CH2:2]1.[C:8]([O:12][C:13](O[C:13]([O:12][C:8]([CH3:11])([CH3:10])[CH3:9])=[O:14])=[O:14])([CH3:11])([CH3:10])[CH3:9]. The catalyst is C(Cl)Cl. The product is [C:13]([N:1]1[CH2:6][CH2:5][C:4](=[O:7])[CH2:3][CH2:2]1)([O:12][C:8]([CH3:11])([CH3:10])[CH3:9])=[O:14]. The yield is 0.965.